The task is: Predict the product of the given reaction.. This data is from Forward reaction prediction with 1.9M reactions from USPTO patents (1976-2016). The product is: [Br:25][C:26]1[CH:31]=[CH:30][C:29]([N:3]2[CH:7]=[C:6]([NH2:8])[CH:5]=[N:4]2)=[CH:28][C:27]=1[O:33][CH3:34]. Given the reactants Cl.Cl.[NH:3]1[CH:7]=[C:6]([NH2:8])[CH:5]=[N:4]1.C(=NO)C1C(=CC=CC=1)O.C(=O)([O-])[O-].[Cs+].[Cs+].[Br:25][C:26]1[CH:31]=[CH:30][C:29](I)=[CH:28][C:27]=1[O:33][CH3:34], predict the reaction product.